From a dataset of Catalyst prediction with 721,799 reactions and 888 catalyst types from USPTO. Predict which catalyst facilitates the given reaction. (1) Reactant: [CH3:1][C:2]1[C:3]([N:9]2[CH:13]=[CH:12][CH:11]=[CH:10]2)=[C:4]([OH:8])[CH:5]=[CH:6][CH:7]=1.O=[C:15]1[CH2:20][CH2:19][N:18](C(OC(C)(C)C)=O)[CH2:17][CH2:16]1.C(O)(C(F)(F)F)=O. Product: [CH3:1][C:2]1[C:3]2[N:9]3[CH:13]=[CH:12][CH:11]=[C:10]3[C:15]3([CH2:20][CH2:19][NH:18][CH2:17][CH2:16]3)[O:8][C:4]=2[CH:5]=[CH:6][CH:7]=1. The catalyst class is: 4. (2) Reactant: C([O:3][C:4](=[O:18])[CH:5]([S:9][C:10]1[CH:15]=[CH:14][C:13]([O:16][CH3:17])=[CH:12][CH:11]=1)[CH:6]([CH3:8])[CH3:7])C. Product: [CH3:17][O:16][C:13]1[CH:12]=[CH:11][C:10]([S:9][CH:5]([CH:6]([CH3:8])[CH3:7])[C:4]([OH:18])=[O:3])=[CH:15][CH:14]=1. The catalyst class is: 273. (3) Reactant: [N:1]([C@H:4]1[C@H:9]([OH:10])[CH2:8][CH:7]=[CH:6][CH2:5]1)=[N+:2]=[N-:3].C(=O)(O)[O-:12].[Na+].ClC1C=CC=C(C(OO)=O)C=1. Product: [N:1]([C@@H:4]1[CH2:5][CH:6]2[C@@H:7]([O:12]2)[CH2:8][C@H:9]1[OH:10])=[N+:2]=[N-:3]. The catalyst class is: 4. (4) Reactant: [CH3:1][O:2][C:3]1[CH:8]=[CH:7][C:6]([NH:9][C:10]2[N:11]=[N:12][C:13]([CH:16]([NH:18]C(=O)OC(C)(C)C)[CH3:17])=[CH:14][N:15]=2)=[CH:5][CH:4]=1.Cl. Product: [NH2:18][CH:16]([C:13]1[N:12]=[N:11][C:10]([NH:9][C:6]2[CH:7]=[CH:8][C:3]([O:2][CH3:1])=[CH:4][CH:5]=2)=[N:15][CH:14]=1)[CH3:17]. The catalyst class is: 8. (5) Reactant: C([N:8]1[CH2:13][CH2:12][C:11](=[CH:14][C:15]2[CH:20]=[CH:19][CH:18]=[CH:17][CH:16]=2)[CH:10]([CH3:21])[CH2:9]1)C1C=CC=CC=1.[H][H]. Product: [CH2:14]([CH:11]1[CH2:12][CH2:13][NH:8][CH2:9][CH:10]1[CH3:21])[C:15]1[CH:20]=[CH:19][CH:18]=[CH:17][CH:16]=1. The catalyst class is: 261. (6) Reactant: C(OC([NH:8][C@H:9]1[CH2:15][CH2:14][C@@H:13]([O:16][C:17]([CH:19]2[CH2:24][CH2:23][CH2:22][CH2:21][CH2:20]2)=[O:18])[CH2:12][NH:11][C:10]1=[O:25])=O)(C)(C)C.C(O)(C(F)(F)F)=O. Product: [NH2:8][C@H:9]1[CH2:15][CH2:14][C@@H:13]([O:16][C:17]([CH:19]2[CH2:24][CH2:23][CH2:22][CH2:21][CH2:20]2)=[O:18])[CH2:12][NH:11][C:10]1=[O:25]. The catalyst class is: 2. (7) Reactant: [Br:1][C:2]1[CH:8]=[CH:7][C:5]([NH2:6])=[CH:4][C:3]=1[F:9].C1C(=O)N([I:17])C(=O)C1. Product: [Br:1][C:2]1[C:3]([F:9])=[CH:4][C:5]([NH2:6])=[C:7]([I:17])[CH:8]=1. The catalyst class is: 52. (8) Reactant: Cl.[N+:2]([C:5]1[CH:12]=[CH:11][CH:10]=[C:9]([CH:13]=[C:14]([CH3:16])[CH3:15])[C:6]=1[C:7]#[N:8])([O-])=O. Product: [NH2:2][C:5]1[CH:12]=[CH:11][CH:10]=[C:9]([CH:13]=[C:14]([CH3:16])[CH3:15])[C:6]=1[C:7]#[N:8]. The catalyst class is: 447. (9) Reactant: [Cl:1][C:2]1[CH:7]=[CH:6][C:5]([C:8]2[N:12]([CH2:13][C:14]3[CH:15]=[C:16]([CH:21]=[CH:22][CH:23]=3)[C:17]([O:19]C)=[O:18])[C:11](=[O:24])[N:10]([CH2:25][C:26]([NH:28][C:29]([CH3:41])([C:31]3[CH:36]=[CH:35][CH:34]=[C:33]([C:37]([F:40])([F:39])[F:38])[CH:32]=3)[CH3:30])=[O:27])[N:9]=2)=[CH:4][CH:3]=1.[OH-].[Na+].O.Cl. Product: [Cl:1][C:2]1[CH:7]=[CH:6][C:5]([C:8]2[N:12]([CH2:13][C:14]3[CH:15]=[C:16]([CH:21]=[CH:22][CH:23]=3)[C:17]([OH:19])=[O:18])[C:11](=[O:24])[N:10]([CH2:25][C:26]([NH:28][C:29]([CH3:41])([C:31]3[CH:36]=[CH:35][CH:34]=[C:33]([C:37]([F:38])([F:39])[F:40])[CH:32]=3)[CH3:30])=[O:27])[N:9]=2)=[CH:4][CH:3]=1. The catalyst class is: 92. (10) Reactant: [CH:1]1([CH2:4][O:5][C:6]2[CH:11]=[CH:10][CH:9]=[C:8]([O:12]CC3C=CC(OC)=CC=3)[C:7]=2[C:22]2[CH:31]=[C:30]([CH:32]3[CH2:37][CH2:36][CH2:35][N:34](C(OC(C)(C)C)=O)[CH2:33]3)[C:29]3[CH:28]=[CH:27][C:26](=[O:45])[NH:25][C:24]=3[N:23]=2)[CH2:3][CH2:2]1.[ClH:46]. Product: [ClH:46].[CH:1]1([CH2:4][O:5][C:6]2[CH:11]=[CH:10][CH:9]=[C:8]([OH:12])[C:7]=2[C:22]2[N:23]=[C:24]3[C:29]([CH:28]=[CH:27][C:26](=[O:45])[NH:25]3)=[C:30]([CH:32]3[CH2:37][CH2:36][CH2:35][NH:34][CH2:33]3)[CH:31]=2)[CH2:2][CH2:3]1. The catalyst class is: 155.